Predict the reactants needed to synthesize the given product. From a dataset of Full USPTO retrosynthesis dataset with 1.9M reactions from patents (1976-2016). (1) Given the product [CH:4]1[C:5]2[C:9]3[C:10]4[CH:16]=[CH:15][CH:14]=[CH:13][C:11]=4[S:12][C:8]=3[S:7][C:6]=2[CH:17]=[CH:18][C:3]=1[OH:2], predict the reactants needed to synthesize it. The reactants are: C[O:2][C:3]1(O)[CH:18]=[CH:17][C:6]2[S:7][C:8]3[S:12][C:11]4[CH:13]=[CH:14][CH:15]=[CH:16][C:10]=4[C:9]=3[C:5]=2[CH2:4]1.B(Br)(Br)Br.C(Cl)Cl. (2) Given the product [F:1][C:2]1[CH:3]=[CH:4][C:5]([CH:8]([OH:30])[CH2:9][CH2:10][N:11]2[CH2:16][CH2:15][CH:14]([N:17]([CH2:28][CH3:29])[C:18](=[O:27])[CH2:19][C:20]3[CH:21]=[CH:22][C:23]([F:26])=[CH:24][CH:25]=3)[CH2:13][CH2:12]2)=[CH:6][CH:7]=1, predict the reactants needed to synthesize it. The reactants are: [F:1][C:2]1[CH:7]=[CH:6][C:5]([C:8](=[O:30])[CH2:9][CH2:10][N:11]2[CH2:16][CH2:15][CH:14]([N:17]([CH2:28][CH3:29])[C:18](=[O:27])[CH2:19][C:20]3[CH:25]=[CH:24][C:23]([F:26])=[CH:22][CH:21]=3)[CH2:13][CH2:12]2)=[CH:4][CH:3]=1.[BH4-].[Na+].O. (3) Given the product [CH3:3][O:4][C:5]1[CH:6]=[C:7](/[CH:8]=[CH:19]/[C:20](=[O:21])[CH3:22])[CH:10]=[C:11]([O:17][CH3:18])[C:12]=1[O:13][CH2:14][C:15]#[CH:16], predict the reactants needed to synthesize it. The reactants are: [OH-].[Na+].[CH3:3][O:4][C:5]1[CH:6]=[C:7]([CH:10]=[C:11]([O:17][CH3:18])[C:12]=1[O:13][CH2:14][C:15]#[CH:16])[CH:8]=O.[CH3:19][C:20]([CH3:22])=[O:21].Cl. (4) Given the product [C:9]1([C:5]2[CH:6]=[CH:7][CH:8]=[C:3]([O:2][CH3:1])[CH:4]=2)[CH2:14][CH2:13][CH2:12][CH2:11][CH:10]=1, predict the reactants needed to synthesize it. The reactants are: [CH3:1][O:2][C:3]1[CH:4]=[C:5]([C:9]2(O)[CH2:14][CH2:13][CH2:12][CH2:11][CH2:10]2)[CH:6]=[CH:7][CH:8]=1.O=S(Cl)Cl.N1C=CC=CC=1.Cl. (5) Given the product [OH:46][CH:42]([C:38]1[CH:39]=[CH:40][CH:41]=[C:36]([C:15]2[CH:16]=[C:17]3[C:9]([C:4]4[CH:5]=[CH:6][CH:7]=[CH:8][C:3]=4[O:2][CH3:1])=[N:10][N:11]([CH2:27][OH:28])[C:12]3=[N:13][CH:14]=2)[CH:37]=1)[C:43]([OH:45])=[O:44], predict the reactants needed to synthesize it. The reactants are: [CH3:1][O:2][C:3]1[CH:8]=[CH:7][CH:6]=[CH:5][C:4]=1[C:9]1[C:17]2[C:12](=[N:13][CH:14]=[C:15](B3OC(C)(C)C(C)(C)O3)[CH:16]=2)[N:11]([CH2:27][O:28]C(=O)C(C)(C)C)[N:10]=1.Br[C:36]1[CH:37]=[C:38]([CH:42]([OH:46])[C:43]([OH:45])=[O:44])[CH:39]=[CH:40][CH:41]=1. (6) Given the product [CH3:1][N:2]([CH2:14][CH2:15][N:16]1[CH2:21][CH2:20][O:19][CH2:18][CH2:17]1)[C:3]([C:5]1[CH:6]=[C:7]([CH:11]=[CH:12][CH:13]=1)[C:8]([Cl:25])=[O:9])=[O:4], predict the reactants needed to synthesize it. The reactants are: [CH3:1][N:2]([CH2:14][CH2:15][N:16]1[CH2:21][CH2:20][O:19][CH2:18][CH2:17]1)[C:3]([C:5]1[CH:6]=[C:7]([CH:11]=[CH:12][CH:13]=1)[C:8](O)=[O:9])=[O:4].C(Cl)(=O)C([Cl:25])=O. (7) Given the product [Cl:22][C:23]1[CH:28]=[CH:27][C:26]([NH:29][C:30]([NH:1][C:2]2[CH:3]=[C:4]([CH:18]=[CH:19][C:20]=2[F:21])[O:5][C:6]2[N:11]=[CH:10][N:9]=[C:8]([NH:12][C:13]([CH:15]3[CH2:17][CH2:16]3)=[O:14])[CH:7]=2)=[O:31])=[CH:25][C:24]=1[C:32]([F:33])([F:34])[F:35], predict the reactants needed to synthesize it. The reactants are: [NH2:1][C:2]1[CH:3]=[C:4]([CH:18]=[CH:19][C:20]=1[F:21])[O:5][C:6]1[N:11]=[CH:10][N:9]=[C:8]([NH:12][C:13]([CH:15]2[CH2:17][CH2:16]2)=[O:14])[CH:7]=1.[Cl:22][C:23]1[CH:28]=[CH:27][C:26]([N:29]=[C:30]=[O:31])=[CH:25][C:24]=1[C:32]([F:35])([F:34])[F:33]. (8) The reactants are: O[CH:2]1[C:10]2[C:5](=[C:6]([C:11]3[O:15][C:14]([C:16]4[CH:17]=[CH:18][C:19]([O:24][CH:25]([CH3:27])[CH3:26])=[C:20]([CH:23]=4)[C:21]#[N:22])=[N:13][CH:12]=3)[CH:7]=[CH:8][CH:9]=2)[CH2:4][CH2:3]1.S(Cl)(Cl)=O.C(NCC)(C)C.[CH2:38]([CH2:40][NH2:41])[OH:39]. Given the product [OH:39][CH2:38][CH2:40][NH:41][CH:2]1[C:10]2[C:5](=[C:6]([C:11]3[O:15][C:14]([C:16]4[CH:17]=[CH:18][C:19]([O:24][CH:25]([CH3:27])[CH3:26])=[C:20]([CH:23]=4)[C:21]#[N:22])=[N:13][CH:12]=3)[CH:7]=[CH:8][CH:9]=2)[CH2:4][CH2:3]1, predict the reactants needed to synthesize it.